The task is: Predict the reactants needed to synthesize the given product.. This data is from Full USPTO retrosynthesis dataset with 1.9M reactions from patents (1976-2016). (1) Given the product [CH3:1][C:2]([CH2:4][CH:5]([C:12]1[C:21](=[O:22])[O:20][C:19]2[CH:18]=[CH:17][CH:16]=[CH:15][C:14]=2[C:13]=1[O-:23])[C:6]1[CH:11]=[CH:10][CH:9]=[CH:8][CH:7]=1)=[O:3].[K+:28], predict the reactants needed to synthesize it. The reactants are: [CH3:1][C:2]([CH2:4][CH:5]([C:12]1[C:21](=[O:22])[O:20][C:19]2[CH:18]=[CH:17][CH:16]=[CH:15][C:14]=2[C:13]=1[OH:23])[C:6]1[CH:7]=[CH:8][CH:9]=[CH:10][CH:11]=1)=[O:3].C(=O)([O-])[O-].[K+:28].[K+].O. (2) Given the product [CH3:1][S:2]([C:5]1[CH:6]=[CH:7][C:8]([C:11]2[N:16]3[N:17]=[C:18]([NH:20][C:22]4[CH:27]=[N:26][CH:25]=[C:24]([N:28]5[CH2:33][CH2:32][N:31]([CH3:34])[CH2:30][CH2:29]5)[CH:23]=4)[N:19]=[C:15]3[CH:14]=[N:13][CH:12]=2)=[CH:9][CH:10]=1)(=[O:3])=[O:4], predict the reactants needed to synthesize it. The reactants are: [CH3:1][S:2]([C:5]1[CH:10]=[CH:9][C:8]([C:11]2[N:16]3[N:17]=[C:18]([NH2:20])[N:19]=[C:15]3[CH:14]=[N:13][CH:12]=2)=[CH:7][CH:6]=1)(=[O:4])=[O:3].Br[C:22]1[CH:23]=[C:24]([N:28]2[CH2:33][CH2:32][N:31]([CH3:34])[CH2:30][CH2:29]2)[CH:25]=[N:26][CH:27]=1.